This data is from Reaction yield outcomes from USPTO patents with 853,638 reactions. The task is: Predict the reaction yield, written as a fraction of the theoretical maximum amount of product (1.0 means a 100% yield; for example, 0.34 means a 34% yield). (1) The reactants are CS(O)(=O)=O.[NH2:6][CH2:7][C:8]1[CH:9]=[C:10]2[C:14](=[CH:15][CH:16]=1)[C:13](=[O:17])[N:12]([CH:18]1[CH2:23][CH2:22][C:21](=[O:24])[NH:20][C:19]1=[O:25])[CH2:11]2.C1(O[C:33](=O)[NH:34][C:35]2[CH:40]=[CH:39][C:38]([CH3:41])=[C:37]([Cl:42])[CH:36]=2)C=CC=CC=1.CC[N:46]([CH:50](C)C)C(C)C.C[N:54](C=O)C. No catalyst specified. The product is [Cl:42][C:37]1[CH:36]=[C:35]([N:34]=[C:33]([NH:6][CH2:7][C:8]2[CH:9]=[C:10]3[C:14](=[CH:15][CH:16]=2)[C:13](=[O:17])[N:12]([CH:18]2[CH2:23][CH2:22][C:21](=[O:24])[NH:20][C:19]2=[O:25])[CH2:11]3)[NH:54][C:50]#[N:46])[CH:40]=[CH:39][C:38]=1[CH3:41]. The yield is 0.170. (2) The catalyst is C1COCC1. The yield is 0.380. The reactants are [C:1]1([O:7][P:8]([CH2:17][C:18]([CH3:41])=[CH:19][CH2:20][C:21]2[C:22]([O:34][CH2:35][CH2:36][Si:37]([CH3:40])([CH3:39])[CH3:38])=[C:23]3[C:27](=[C:28]([CH3:32])[C:29]=2[O:30][CH3:31])[CH2:26][O:25][C:24]3=[O:33])(=[O:16])[O:9]C2C=CC=CC=2)[CH:6]=[CH:5][CH:4]=[CH:3][CH:2]=1.[OH-].[Na+].CCOC(C)=O. The product is [C:1]1([O:7][P:8]([CH2:17][C:18]([CH3:41])=[CH:19][CH2:20][C:21]2[C:22]([O:34][CH2:35][CH2:36][Si:37]([CH3:40])([CH3:38])[CH3:39])=[C:23]3[C:27](=[C:28]([CH3:32])[C:29]=2[O:30][CH3:31])[CH2:26][O:25][C:24]3=[O:33])(=[O:9])[OH:16])[CH:2]=[CH:3][CH:4]=[CH:5][CH:6]=1. (3) The reactants are C[Si]([N-][Si](C)(C)C)(C)C.[Na+].[NH2:11][C:12]1[N:16](C(OC(C)(C)C)=O)[N:15]=[C:14]([O:24][CH2:25][C:26]2[CH:31]=[C:30]([O:32][CH3:33])[CH:29]=[C:28]([O:34][CH3:35])[CH:27]=2)[CH:13]=1.[CH3:36][N:37]1[CH2:42][CH2:41][N:40]([C:43]2[CH:44]=[CH:45][C:46]([C:49](OC)=[O:50])=[N:47][CH:48]=2)[CH2:39][CH2:38]1.[NH4+].[Cl-]. The catalyst is C1COCC1.O. The product is [CH3:33][O:32][C:30]1[CH:31]=[C:26]([CH2:25][O:24][C:14]2[CH:13]=[C:12]([NH:11][C:49]([C:46]3[CH:45]=[CH:44][C:43]([N:40]4[CH2:39][CH2:38][N:37]([CH3:36])[CH2:42][CH2:41]4)=[CH:48][N:47]=3)=[O:50])[NH:16][N:15]=2)[CH:27]=[C:28]([O:34][CH3:35])[CH:29]=1. The yield is 0.350. (4) The reactants are Cl[C:2]1[C:11]2[C:6](=[CH:7][C:8]([O:14][CH2:15][CH:16]3[CH2:21][CH2:20][N:19](CC#N)[CH2:18][CH2:17]3)=[C:9]([O:12][CH3:13])[CH:10]=2)[N:5]=[CH:4][N:3]=1.[OH:25][C:26]1[CH:27]=[C:28]2[C:32](=[CH:33][CH:34]=1)[NH:31][CH:30]=[CH:29]2.[C:35](=O)([O-])[O-].[Cs+].[Cs+].C[N:42]([CH:44]=O)C. No catalyst specified. The product is [C:44]([CH2:35][CH:15]([CH:16]1[CH2:17][CH2:18][NH:19][CH2:20][CH2:21]1)[O:14][C:8]1[CH:7]=[C:6]2[C:11]([C:2]([O:25][C:26]3[CH:27]=[C:28]4[C:32](=[CH:33][CH:34]=3)[NH:31][CH:30]=[CH:29]4)=[N:3][CH:4]=[N:5]2)=[CH:10][C:9]=1[O:12][CH3:13])#[N:42]. The yield is 0.170. (5) The reactants are [Cl:1][C:2]1[CH:3]=[C:4]([N:8]([CH2:18][C@H:19]2[CH2:23][O:22][C:21]([NH2:24])=[N:20]2)CC2C=CC(OC)=CC=2)[CH:5]=[CH:6][CH:7]=1.C1(OC)C=CC=CC=1.FC(F)(F)C(O)=O. The catalyst is ClCCl. The product is [Cl:1][C:2]1[CH:3]=[C:4]([NH:8][CH2:18][C@H:19]2[CH2:23][O:22][C:21]([NH2:24])=[N:20]2)[CH:5]=[CH:6][CH:7]=1. The yield is 0.350. (6) The product is [OH:35][CH2:34][CH2:33][O:32][C:28]1[C:27]([CH3:36])=[CH:26][C:25]([C:15]2[N:14]([C:11]3[CH:12]=[CH:13][C:8]([NH:7][C:1](=[O:5])[CH:2]([CH3:4])[CH3:3])=[CH:9][CH:10]=3)[C:23](=[O:24])[C:22]3[C:17](=[CH:18][CH:19]=[CH:20][CH:21]=3)[N:16]=2)=[CH:30][C:29]=1[CH3:31]. The yield is 0.780. The catalyst is C(Cl)Cl. The reactants are [C:1](Cl)(=[O:5])[CH:2]([CH3:4])[CH3:3].[NH2:7][C:8]1[CH:13]=[CH:12][C:11]([N:14]2[C:23](=[O:24])[C:22]3[C:17](=[CH:18][CH:19]=[CH:20][CH:21]=3)[N:16]=[C:15]2[C:25]2[CH:30]=[C:29]([CH3:31])[C:28]([O:32][CH2:33][CH2:34][OH:35])=[C:27]([CH3:36])[CH:26]=2)=[CH:10][CH:9]=1. (7) The product is [CH3:1][C:2]1([CH3:13])[C:10]2[C:5](=[CH:6][CH:7]=[CH:8][CH:9]=2)[CH:4]([CH2:11][NH:16][CH3:15])[CH2:3]1. No catalyst specified. The yield is 0.810. The reactants are [CH3:1][C:2]1([CH3:13])[C:10]2[C:5](=[CH:6][CH:7]=[CH:8][CH:9]=2)[CH:4]([CH:11]=O)[CH2:3]1.C[C:15]1[NH:16]C2C(C=1C=O)=CC=CC=2.